Dataset: Full USPTO retrosynthesis dataset with 1.9M reactions from patents (1976-2016). Task: Predict the reactants needed to synthesize the given product. (1) Given the product [CH2:1]([O:8][C:9]([N:11]1[CH:12]([C:13](=[O:15])[NH:51][C:52]2[S:53][CH:54]=[C:55]([C:57]3[CH:58]=[CH:59][C:60]([C:61](=[O:62])[NH:63][CH:64]4[CH2:65][CH2:66]4)=[CH:67][CH:68]=3)[N:56]=2)[CH2:16][O:17][C@H:27]1[C:28]1[CH:43]=[CH:42][CH:31]=[CH:30][CH:29]=1)=[O:10])[C:2]1[CH:3]=[CH:4][CH:5]=[CH:6][CH:7]=1, predict the reactants needed to synthesize it. The reactants are: [CH2:1]([O:8][C:9]([NH:11][CH:12]([CH2:16][OH:17])[C:13]([OH:15])=O)=[O:10])[C:2]1[CH:7]=[CH:6][CH:5]=[CH:4][CH:3]=1.CN(C(ON1N=N[C:28]2[CH:29]=[CH:30][CH:31]=N[C:27]1=2)=[N+](C)C)C.F[P-](F)(F)(F)(F)F.[CH3:42][CH2:43]N(C(C)C)C(C)C.[NH2:51][C:52]1[S:53][CH:54]=[C:55]([C:57]2[CH:68]=[CH:67][C:60]([C:61]([NH:63][CH:64]3[CH2:66][CH2:65]3)=[O:62])=[CH:59][CH:58]=2)[N:56]=1. (2) Given the product [CH:1]1([CH2:4][O:5][C:6]2[N:11]=[C:10]([C:12]([NH:30][CH2:29][C:27]3[O:26][N:25]=[C:24]([C:23]([F:32])([F:31])[F:22])[N:28]=3)=[O:14])[CH:9]=[CH:8][C:7]=2[N:15]2[CH2:18][C:17]([F:20])([F:19])[CH2:16]2)[CH2:2][CH2:3]1, predict the reactants needed to synthesize it. The reactants are: [CH:1]1([CH2:4][O:5][C:6]2[N:11]=[C:10]([C:12]([OH:14])=O)[CH:9]=[CH:8][C:7]=2[N:15]2[CH2:18][C:17]([F:20])([F:19])[CH2:16]2)[CH2:3][CH2:2]1.Cl.[F:22][C:23]([F:32])([F:31])[C:24]1[N:28]=[C:27]([CH2:29][NH2:30])[O:26][N:25]=1.CN(C(ON1N=NC2C=CC=CC1=2)=[N+](C)C)C.[B-](F)(F)(F)F.CCN(C(C)C)C(C)C. (3) Given the product [CH3:27][O:28][C:29]1[CH:34]=[CH:33][C:32]([CH2:35][C:36]([N:24]2[CH2:23][CH2:22][C:20]3([CH2:19][N:18]([C@H:14]4[C:15]5[C:11](=[CH:10][C:9]([C:4]6[N:5]=[CH:6][CH:7]=[CH:8][N:3]=6)=[CH:17][CH:16]=5)[CH2:12][CH2:13]4)[CH2:21]3)[CH2:26][CH2:25]2)=[O:37])=[CH:31][CH:30]=1, predict the reactants needed to synthesize it. The reactants are: Cl.Cl.[N:3]1[CH:8]=[CH:7][CH:6]=[N:5][C:4]=1[C:9]1[CH:10]=[C:11]2[C:15](=[CH:16][CH:17]=1)[C@H:14]([N:18]1[CH2:21][C:20]3([CH2:26][CH2:25][NH:24][CH2:23][CH2:22]3)[CH2:19]1)[CH2:13][CH2:12]2.[CH3:27][O:28][C:29]1[CH:34]=[CH:33][C:32]([CH2:35][C:36](O)=[O:37])=[CH:31][CH:30]=1.CN(C(ON1N=NC2C=CC=CC1=2)=[N+](C)C)C.F[P-](F)(F)(F)(F)F.C(N(CC)CC)C. (4) Given the product [Cl:37][C:32]1[CH:31]=[C:30]([CH:35]=[CH:34][C:33]=1[Cl:36])[CH2:29][N:25]1[CH2:26][CH2:27][O:28][C@@H:23]([CH2:22][NH:21][C:19](=[O:20])[CH2:18][S:17][C:14]2[S:15][CH:16]=[C:12]([C:10]([NH:9][NH2:8])=[O:11])[N:13]=2)[CH2:24]1, predict the reactants needed to synthesize it. The reactants are: C(OC([NH:8][NH:9][C:10]([C:12]1[N:13]=[C:14]([S:17][CH2:18][C:19]([NH:21][CH2:22][C@@H:23]2[O:28][CH2:27][CH2:26][N:25]([CH2:29][C:30]3[CH:35]=[CH:34][C:33]([Cl:36])=[C:32]([Cl:37])[CH:31]=3)[CH2:24]2)=[O:20])[S:15][CH:16]=1)=[O:11])=O)(C)(C)C.FC(F)(F)C(O)=O.